Dataset: Full USPTO retrosynthesis dataset with 1.9M reactions from patents (1976-2016). Task: Predict the reactants needed to synthesize the given product. The reactants are: C([O:7][CH2:8][C@@H:9]([O:43][C:44]([CH3:47])([CH3:46])[CH3:45])[C:10]1[C:34]([CH3:35])=[CH:33][C:13]2[N:14]=[C:15]([C:17]3[CH:22]=[CH:21][N:20]=[C:19](C4C=C5C(C=NN5C)=CC=4)[CH:18]=3)[S:16][C:12]=2[C:11]=1[C:36]1[CH:41]=[CH:40][C:39]([Cl:42])=[CH:38][CH:37]=1)(=O)C(C)(C)C.C(OC[C@@H](OC(C)(C)C)C1C(C)=CC2N=C([C:64]3[CH:65]=[C:66]4[C:70](=[CH:71][CH:72]=3)[N:69]([CH3:73])[N:68]=[CH:67]4)SC=2C=1C1C=CC(Cl)=CC=1)(=O)C(C)(C)C.CO.[OH-].[Na+]. Given the product [C:44]([O:43][C@@H:9]([C:10]1[C:34]([CH3:35])=[CH:33][C:13]2[N:14]=[C:15]([C:17]3[CH:22]=[CH:21][N:20]=[C:19]([C:64]4[CH:65]=[C:66]5[C:70](=[CH:71][CH:72]=4)[N:69]([CH3:73])[N:68]=[CH:67]5)[CH:18]=3)[S:16][C:12]=2[C:11]=1[C:36]1[CH:37]=[CH:38][C:39]([Cl:42])=[CH:40][CH:41]=1)[CH2:8][OH:7])([CH3:46])([CH3:47])[CH3:45], predict the reactants needed to synthesize it.